This data is from Reaction yield outcomes from USPTO patents with 853,638 reactions. The task is: Predict the reaction yield, written as a fraction of the theoretical maximum amount of product (1.0 means a 100% yield; for example, 0.34 means a 34% yield). (1) The reactants are [Br:1][C:2]1[CH:38]=[CH:37][C:5]([CH2:6][CH:7]([CH2:11][C@H:12]([O:29][Si:30]([C:33]([CH3:36])([CH3:35])[CH3:34])([CH3:32])[CH3:31])[C@@H:13]([NH:21][C:22]([O:24][C:25]([CH3:28])([CH3:27])[CH3:26])=[O:23])[CH2:14][C:15]2[CH:20]=[CH:19][CH:18]=[CH:17][CH:16]=2)C(O)=O)=[CH:4][CH:3]=1.C1C=CC(P(N=[N+]=[N-])(C2C=CC=CC=2)=[O:46])=CC=1.C([N:58]([CH2:61]C)CC)C.[CH2:63]([OH:70])[C:64]1[CH:69]=[CH:68][CH:67]=[CH:66][CH:65]=1. The catalyst is C1(C)C=CC=CC=1. The product is [CH2:14]([C@H:13]([NH:21][C:22](=[O:23])[O:24][C:25]([CH3:28])([CH3:27])[CH3:26])[C@@H:12]([O:29][Si:30]([C:33]([CH3:34])([CH3:35])[CH3:36])([CH3:32])[CH3:31])[CH2:11][C@@H:7]([NH:58][C:61]([O:70][CH2:63][C:64]1[CH:69]=[CH:68][CH:67]=[CH:66][CH:65]=1)=[O:46])[CH2:6][C:5]1[CH:4]=[CH:3][C:2]([Br:1])=[CH:38][CH:37]=1)[C:15]1[CH:20]=[CH:19][CH:18]=[CH:17][CH:16]=1. The yield is 0.180. (2) The reactants are [O:1]1[C:5]2[CH:6]=[CH:7][C:8]([C:10]3(O)[C:18]4[C:13](=[N:14][CH:15]=[CH:16][CH:17]=4)[N:12]([CH2:19][CH2:20][CH2:21][CH2:22][CH3:23])[C:11]3=[O:24])=[CH:9][C:4]=2[O:3][CH2:2]1.C(N(S(F)(F)[F:32])CC)C. The catalyst is C(Cl)(Cl)Cl.CCOCC. The product is [O:1]1[C:5]2[CH:6]=[CH:7][C:8]([C:10]3([F:32])[C:18]4[C:13](=[N:14][CH:15]=[CH:16][CH:17]=4)[N:12]([CH2:19][CH2:20][CH2:21][CH2:22][CH3:23])[C:11]3=[O:24])=[CH:9][C:4]=2[O:3][CH2:2]1. The yield is 0.640. (3) The reactants are [CH:1]1([CH:7]([C:9]2[N:13]([CH2:14][CH3:15])[N:12]=[C:11]([C:16]3[CH:21]=[CH:20][C:19]([O:22][C:23]([F:26])([F:25])[F:24])=[CH:18][CH:17]=3)[CH:10]=2)O)[CH2:6][CH2:5][CH2:4][CH2:3][CH2:2]1.[NH2:27][C:28]1[CH:33]=[CH:32][C:31]([C:34]([N:36]([CH3:44])[CH2:37][CH2:38][C:39]([O:41]CC)=[O:40])=[O:35])=[CH:30][CH:29]=1. No catalyst specified. The product is [CH:1]1([CH:7]([NH:27][C:28]2[CH:29]=[CH:30][C:31]([C:34]([N:36]([CH3:44])[CH2:37][CH2:38][C:39]([OH:41])=[O:40])=[O:35])=[CH:32][CH:33]=2)[C:9]2[N:13]([CH2:14][CH3:15])[N:12]=[C:11]([C:16]3[CH:21]=[CH:20][C:19]([O:22][C:23]([F:26])([F:25])[F:24])=[CH:18][CH:17]=3)[CH:10]=2)[CH2:6][CH2:5][CH2:4][CH2:3][CH2:2]1. The yield is 0.110. (4) The reactants are [N:1]1([C:5]([C:7]2[CH:8]=[C:9]([Cl:37])[C:10]([O:13][C:14]3[CH:19]=[C:18]([C:20]4[NH:21][C:22]([C:25]5[O:26][C@@H:27]([CH3:30])[CH2:28][N:29]=5)=[CH:23][CH:24]=4)[CH:17]=[C:16]([O:31][C@@H:32]([CH3:36])[CH2:33][O:34]C)[CH:15]=3)=[N:11][CH:12]=2)=[O:6])[CH2:4][CH2:3][CH2:2]1.B(Br)(Br)Br.[Cl-].[NH4+]. The catalyst is ClCCl. The product is [N:1]1([C:5]([C:7]2[CH:8]=[C:9]([Cl:37])[C:10]([O:13][C:14]3[CH:15]=[C:16]([CH:17]=[C:18]([C:20]4[NH:21][C:22]([C:25]5[O:26][C@@H:27]([CH3:30])[CH2:28][N:29]=5)=[CH:23][CH:24]=4)[CH:19]=3)[O:31][C@@H:32]([CH3:36])[CH2:33][OH:34])=[N:11][CH:12]=2)=[O:6])[CH2:2][CH2:3][CH2:4]1. The yield is 0.530. (5) The reactants are [OH-:1].[Na+].[F:3][C:4]1[CH:11]=[C:10]([O:12][CH3:13])[CH:9]=[CH:8][C:5]=1[CH:6]=[O:7]. The catalyst is O. The product is [F:3][C:4]1[CH:11]=[C:10]([O:12][CH3:13])[CH:9]=[CH:8][C:5]=1[C:6]([OH:1])=[O:7]. The yield is 0.820. (6) The reactants are [CH3:1][C:2]([C:5]#[C:6]/[CH:7]=[CH:8]/[CH2:9][N:10]([CH2:12][C:13]1[CH:14]=[CH:15][CH:16]=[C:17]2[CH:22]=[CH:21][CH:20]=[CH:19][C:18]=12)[CH3:11])([CH3:4])[CH3:3].[ClH:23]. The catalyst is C(C(C)=O)C. The product is [CH3:4][C:2]([C:5]#[C:6]/[CH:7]=[CH:8]/[CH2:9][N:10]([CH2:12][C:13]1[CH:14]=[CH:15][CH:16]=[C:17]2[CH:22]=[CH:21][CH:20]=[CH:19][C:18]=12)[CH3:11])([CH3:1])[CH3:3].[ClH:23]. The yield is 0.750. (7) The reactants are [C:1]([O:5][C@@H:6]([C:12]1[C:13]([CH3:72])=[N:14][C:15]2[N:16]([N:50]=[C:51]([CH:53]=[CH:54][CH2:55][C:56]3[CH:61]=[CH:60][C:59]([F:62])=[CH:58][C:57]=3B3OC(C)(C)C(C)(C)O3)[CH:52]=2)[C:17]=1[N:18]1[CH2:23][CH2:22][C:21]([O:25][CH2:26][CH2:27][CH2:28][CH2:29][C@H:30]([O:32][Si:33]([C:46]([CH3:49])([CH3:48])[CH3:47])([C:40]2[CH:45]=[CH:44][CH:43]=[CH:42][CH:41]=2)[C:34]2[CH:39]=[CH:38][CH:37]=[CH:36][CH:35]=2)[CH3:31])([CH3:24])[CH2:20][CH2:19]1)[C:7]([O:9][CH2:10][CH3:11])=[O:8])([CH3:4])([CH3:3])[CH3:2].[OH:73]OS([O-])=O.[K+].S([O-])([O-])(=O)=S.[Na+].[Na+]. The catalyst is CC(C)=O.O. The product is [C:1]([O:5][C@@H:6]([C:12]1[C:13]([CH3:72])=[N:14][C:15]2[N:16]([N:50]=[C:51]([CH:53]=[CH:54][CH2:55][C:56]3[CH:61]=[CH:60][C:59]([F:62])=[CH:58][C:57]=3[OH:73])[CH:52]=2)[C:17]=1[N:18]1[CH2:23][CH2:22][C:21]([O:25][CH2:26][CH2:27][CH2:28][CH2:29][C@H:30]([O:32][Si:33]([C:46]([CH3:48])([CH3:49])[CH3:47])([C:34]2[CH:39]=[CH:38][CH:37]=[CH:36][CH:35]=2)[C:40]2[CH:45]=[CH:44][CH:43]=[CH:42][CH:41]=2)[CH3:31])([CH3:24])[CH2:20][CH2:19]1)[C:7]([O:9][CH2:10][CH3:11])=[O:8])([CH3:3])([CH3:2])[CH3:4]. The yield is 0.920. (8) The reactants are [O:1]1[C:5]2[CH:6]=[CH:7][C:8]([N:10](C(OCC(Cl)(Cl)Cl)=O)[NH:11][C:12](OCC(Cl)(Cl)Cl)=O)=[CH:9][C:4]=2[CH2:3][CH2:2]1.CO.[C:30]([O-:33])(=O)[CH3:31].[NH4+].[C:35](OCC)(=O)CC(C)=O. The catalyst is C(O)C.[Zn]. The product is [O:1]1[C:5]2[CH:6]=[CH:7][C:8]([N:10]3[C:30](=[O:33])[CH2:31][C:12]([CH3:35])=[N:11]3)=[CH:9][C:4]=2[CH2:3][CH2:2]1. The yield is 0.565.